The task is: Predict which catalyst facilitates the given reaction.. This data is from Catalyst prediction with 721,799 reactions and 888 catalyst types from USPTO. (1) Reactant: C([Cl:4])(=O)C.[NH2:5][C:6]1[CH:11]=[CH:10][CH:9]=[CH:8][C:7]=1[C:12]1[N:16]([CH2:17][CH:18]([CH3:20])[CH3:19])[CH:15]=[N:14][C:13]=1[C:21]#[N:22]. Product: [ClH:4].[CH3:20][CH:18]([CH3:19])[CH2:17][N:16]1[C:12]2[C:7]3[CH:8]=[CH:9][CH:10]=[CH:11][C:6]=3[N:5]=[C:21]([NH2:22])[C:13]=2[N:14]=[CH:15]1. The catalyst class is: 8. (2) Reactant: [CH3:1][C:2]1[C:7]([OH:8])=[CH:6][CH:5]=[C:4]([CH3:9])[N:3]=1.[H-].[Na+].[Br:12][CH2:13][CH2:14]Br. Product: [Br:12][CH2:13][CH2:14][O:8][C:7]1[C:2]([CH3:1])=[N:3][C:4]([CH3:9])=[CH:5][CH:6]=1. The catalyst class is: 18. (3) Reactant: [NH2:1][S:2]([C:5]1[CH:10]=[CH:9][CH:8]=[CH:7][C:6]=1[NH:11][C:12]([C:14]1[C:23](=[O:24])[C:22]([CH2:28][CH2:29][CH3:30])([CH2:25][CH2:26][CH3:27])[C:21]2[C:16](=[CH:17][CH:18]=[CH:19][CH:20]=2)[C:15]=1[OH:31])=O)(=[O:4])=[O:3].C(O)(=O)CC(CC(O)=O)(C(O)=O)O.C(OCC)(=O)C. Product: [O:4]=[S:2]1(=[O:3])[C:5]2[CH:10]=[CH:9][CH:8]=[CH:7][C:6]=2[NH:11][C:12]([C:14]2[C:23](=[O:24])[C:22]([CH2:28][CH2:29][CH3:30])([CH2:25][CH2:26][CH3:27])[C:21]3[C:16]([C:15]=2[OH:31])=[CH:17][CH:18]=[CH:19][CH:20]=3)=[N:1]1. The catalyst class is: 500.